From a dataset of Reaction yield outcomes from USPTO patents with 853,638 reactions. Predict the reaction yield, written as a fraction of the theoretical maximum amount of product (1.0 means a 100% yield; for example, 0.34 means a 34% yield). (1) The reactants are [CH2:1]([N:4]1[C:8]2[CH:9]=[C:10]([C:26]([O:28][CH3:29])=[O:27])[C:11]3[C:12](=O)[CH2:13][C:14]4([NH:23][C:24]=3[C:7]=2[N:6]=[C:5]1[CH3:30])[CH2:22][C:21]1[C:16](=[CH:17][CH:18]=[CH:19][CH:20]=1)[CH2:15]4)[CH:2]=[CH2:3].C([SiH](CC)CC)C. The catalyst is FC(F)(F)C(O)=O. The product is [CH2:1]([N:4]1[C:8]2[CH:9]=[C:10]([C:26]([O:28][CH3:29])=[O:27])[C:11]3[CH2:12][CH2:13][C:14]4([NH:23][C:24]=3[C:7]=2[N:6]=[C:5]1[CH3:30])[CH2:22][C:21]1[C:16](=[CH:17][CH:18]=[CH:19][CH:20]=1)[CH2:15]4)[CH:2]=[CH2:3]. The yield is 0.620. (2) The reactants are [F:1][CH:2]([F:26])[O:3][C:4]1[CH:9]=[CH:8][C:7]([C:10]2[CH:18]=[CH:17][CH:16]=[C:15]3[C:11]=2[CH2:12][CH2:13][C:14]3=[O:19])=[C:6]([O:20]COC)[C:5]=1[O:24][CH3:25].Cl. The catalyst is CO. The product is [F:1][CH:2]([F:26])[O:3][C:4]1[CH:9]=[CH:8][C:7]([C:10]2[CH:18]=[CH:17][CH:16]=[C:15]3[C:11]=2[CH2:12][CH2:13][C:14]3=[O:19])=[C:6]([OH:20])[C:5]=1[O:24][CH3:25]. The yield is 0.800. (3) The reactants are [OH:1][CH2:2][CH2:3][C:4]1[CH:5]=[C:6]([N:10]2[CH2:14][CH2:13][NH:12][C:11]2=[O:15])[CH:7]=[CH:8][CH:9]=1.C(N(CC)CC)C.[CH3:23][S:24](Cl)(=[O:26])=[O:25]. The catalyst is C(#N)C.C(OCC)(=O)C. The product is [CH3:23][S:24]([O:1][CH2:2][CH2:3][C:4]1[CH:9]=[CH:8][CH:7]=[C:6]([N:10]2[CH2:14][CH2:13][NH:12][C:11]2=[O:15])[CH:5]=1)(=[O:26])=[O:25]. The yield is 0.900. (4) The reactants are [C:1]([C:3]([CH3:9])([CH3:8])[C:4]([NH:6][NH2:7])=O)#[N:2].CCN(CC)CC.[F:17][C:18]1[CH:27]=[CH:26][C:21]([C:22](=[NH:25])OC)=[CH:20][CH:19]=1. The catalyst is CO. The product is [F:17][C:18]1[CH:27]=[CH:26][C:21]([C:22]2[N:25]=[C:4]([C:3]([CH3:9])([CH3:8])[C:1]#[N:2])[NH:6][N:7]=2)=[CH:20][CH:19]=1. The yield is 0.600.